This data is from CYP3A4 substrate classification data from Carbon-Mangels et al.. The task is: Regression/Classification. Given a drug SMILES string, predict its absorption, distribution, metabolism, or excretion properties. Task type varies by dataset: regression for continuous measurements (e.g., permeability, clearance, half-life) or binary classification for categorical outcomes (e.g., BBB penetration, CYP inhibition). Dataset: cyp3a4_substrate_carbonmangels. (1) The drug is OCCOCCN1CCN([C@H](c2ccccc2)c2ccc(Cl)cc2)CC1. The result is 0 (non-substrate). (2) The result is 1 (substrate). The molecule is CCOc1ccc(NC(C)=O)cc1. (3) The compound is NC(=O)N1c2ccccc2C=Cc2ccccc21. The result is 1 (substrate). (4) The molecule is CN1[C@H]2CCC[C@@H]1CC(NC(=O)c1nn(C)c3ccccc13)C2. The result is 1 (substrate).